Dataset: Full USPTO retrosynthesis dataset with 1.9M reactions from patents (1976-2016). Task: Predict the reactants needed to synthesize the given product. (1) Given the product [CH3:55][S:56]([N:27]1[CH2:28][CH2:29][N:24]([CH2:23][CH2:22][C:19]2[CH:20]=[CH:21][C:16]([N:13]3[C:11]4[N:12]=[C:7]([N:1]5[CH2:2][CH2:3][O:4][CH2:5][CH2:6]5)[N:8]=[C:9]([C:30]5[CH:31]=[N:32][C:33]([N:36]([CH2:46][C:47]6[CH:48]=[CH:49][C:50]([O:53][CH3:54])=[CH:51][CH:52]=6)[CH2:37][C:38]6[CH:43]=[CH:42][C:41]([O:44][CH3:45])=[CH:40][CH:39]=6)=[N:34][CH:35]=5)[C:10]=4[CH2:15][CH2:14]3)=[CH:17][CH:18]=2)[CH2:25][CH2:26]1)(=[O:58])=[O:57], predict the reactants needed to synthesize it. The reactants are: [N:1]1([C:7]2[N:8]=[C:9]([C:30]3[CH:31]=[N:32][C:33]([N:36]([CH2:46][C:47]4[CH:52]=[CH:51][C:50]([O:53][CH3:54])=[CH:49][CH:48]=4)[CH2:37][C:38]4[CH:43]=[CH:42][C:41]([O:44][CH3:45])=[CH:40][CH:39]=4)=[N:34][CH:35]=3)[C:10]3[CH2:15][CH2:14][N:13]([C:16]4[CH:21]=[CH:20][C:19]([CH2:22][CH2:23][N:24]5[CH2:29][CH2:28][NH:27][CH2:26][CH2:25]5)=[CH:18][CH:17]=4)[C:11]=3[N:12]=2)[CH2:6][CH2:5][O:4][CH2:3][CH2:2]1.[CH3:55][S:56](Cl)(=[O:58])=[O:57]. (2) Given the product [NH2:1][C:2]1[C:3]2[C:10]([C:11](=[S:13])[NH2:12])=[CH:9][N:8]([C@@H:14]3[O:15][C@H:16]4[C@@H:17]([O:20][Si:48]([CH:46]([CH3:47])[CH3:45])([CH:49]([CH3:51])[CH3:50])[O:52][Si:53]([CH:57]([CH3:59])[CH3:58])([CH:54]([CH3:55])[CH3:56])[O:22][CH2:21]4)[C@H:18]3[OH:19])[C:4]=2[N:5]=[CH:6][N:7]=1, predict the reactants needed to synthesize it. The reactants are: [NH2:1][C:2]1[C:3]2[C:10]([C:11](=[S:13])[NH2:12])=[CH:9][N:8]([C@H:14]3[C@H:18]([OH:19])[C@H:17]([OH:20])[C@@H:16]([CH2:21][OH:22])[O:15]3)[C:4]=2[N:5]=[CH:6][N:7]=1.NC1C2C(C(=S)N)=CN([C@H]3[C@H](O)C(O)C(CO)O3)C=2N=CN=1.[CH3:45][CH:46]([Si:48](Cl)([O:52][Si:53](Cl)([CH:57]([CH3:59])[CH3:58])[CH:54]([CH3:56])[CH3:55])[CH:49]([CH3:51])[CH3:50])[CH3:47]. (3) Given the product [Cl:17][C:4]1[C:5](=[O:16])[N:6]([C:10]2[CH:15]=[CH:14][CH:13]=[CH:12][CH:11]=2)[N:7]([CH2:8][CH3:9])[C:3]=1[CH2:2][N:27]1[CH2:28][CH2:29][N:24]([C:19]2[CH:20]=[CH:21][CH:22]=[CH:23][C:18]=2[CH3:30])[CH2:25][CH2:26]1, predict the reactants needed to synthesize it. The reactants are: Br[CH2:2][C:3]1[N:7]([CH2:8][CH3:9])[N:6]([C:10]2[CH:15]=[CH:14][CH:13]=[CH:12][CH:11]=2)[C:5](=[O:16])[C:4]=1[Cl:17].[C:18]1([CH3:30])[CH:23]=[CH:22][CH:21]=[CH:20][C:19]=1[N:24]1[CH2:29][CH2:28][NH:27][CH2:26][CH2:25]1. (4) The reactants are: C1(P(C2C=CC=CC=2)C2C=CC3C(=CC=CC=3)C=2C2C3C(=CC=CC=3)C=CC=2P(C2C=CC=CC=2)C2C=CC=CC=2)C=CC=CC=1.C(=O)([O-])[O-].[Cs+].[Cs+].Br[C:54]1[CH:59]=[CH:58][N:57]=[CH:56][CH:55]=1.[CH2:60]([N:62]1[C:66]2[N:67]=[CH:68][C:69]([C:72]3[CH2:79][C:75]4([CH2:78][CH2:77][CH2:76]4)[O:74][N:73]=3)=[C:70]([NH2:71])[C:65]=2[CH:64]=[N:63]1)[CH3:61]. Given the product [CH2:60]([N:62]1[C:66]2[N:67]=[CH:68][C:69]([C:72]3[CH2:79][C:75]4([CH2:76][CH2:77][CH2:78]4)[O:74][N:73]=3)=[C:70]([NH:71][C:54]3[CH:59]=[CH:58][N:57]=[CH:56][CH:55]=3)[C:65]=2[CH:64]=[N:63]1)[CH3:61], predict the reactants needed to synthesize it. (5) Given the product [NH2:2][C@@:3]([CH3:16])([CH2:7][S:8][CH2:9][C:10]1[CH:15]=[CH:14][CH:13]=[CH:12][CH:11]=1)[C:4]([NH2:6])=[O:5], predict the reactants needed to synthesize it. The reactants are: Cl.[NH2:2][C:3]([CH3:16])([CH2:7][S:8][CH2:9][C:10]1[CH:15]=[CH:14][CH:13]=[CH:12][CH:11]=1)[C:4]([NH2:6])=[O:5].[OH-].[K+].Cl. (6) Given the product [C:30]1([CH:26]([C:20]2[CH:21]=[CH:22][CH:23]=[CH:24][CH:25]=2)[CH2:27][CH2:28][NH:29][C:14]([C:13]2[CH:8]([C:4]3[CH:5]=[CH:6][CH:7]=[C:2]([Cl:1])[CH:3]=3)[N:9]=[C:10]([NH2:38])[NH:11][C:12]=2[CH3:17])=[O:16])[CH:31]=[CH:32][CH:33]=[CH:34][CH:35]=1, predict the reactants needed to synthesize it. The reactants are: [Cl:1][C:2]1[CH:3]=[C:4]([CH:8]2[C:13]([C:14]([OH:16])=O)=[C:12]([CH3:17])[NH:11][C:10](OC)=[N:9]2)[CH:5]=[CH:6][CH:7]=1.[C:20]1([CH:26]([C:30]2[CH:35]=[CH:34][CH:33]=[CH:32][CH:31]=2)[CH2:27][CH2:28][NH2:29])[CH:25]=[CH:24][CH:23]=[CH:22][CH:21]=1.CC[N:38]=C=NCCCN(C)C.Cl. (7) Given the product [ClH:1].[ClH:38].[Cl:1][C:2]1[CH:3]=[C:4](/[CH:26]=[CH:27]/[C:28]([NH:30][OH:31])=[O:29])[CH:5]=[N:6][C:7]=1[NH:8][C@@H:9]1[CH2:13][CH2:12][N:11]([C:14]([C@H:16]2[CH2:17][CH2:18][C@H:19]([CH2:22][N:23]([CH3:25])[CH3:24])[CH2:20][CH2:21]2)=[O:15])[CH2:10]1, predict the reactants needed to synthesize it. The reactants are: [Cl:1][C:2]1[CH:3]=[C:4](/[CH:26]=[CH:27]/[C:28]([NH:30][O:31]C2CCCCO2)=[O:29])[CH:5]=[N:6][C:7]=1[NH:8][C@@H:9]1[CH2:13][CH2:12][N:11]([C:14]([C@H:16]2[CH2:21][CH2:20][C@H:19]([CH2:22][N:23]([CH3:25])[CH3:24])[CH2:18][CH2:17]2)=[O:15])[CH2:10]1.[ClH:38].C(O)C. (8) Given the product [CH3:12][C:7]1[N:6]([C:13]2[CH:18]=[CH:17][C:16]([O:19][CH2:20][CH2:21][CH2:22][N:23]3[CH2:28][CH2:27][CH2:26][CH2:25][CH2:24]3)=[CH:15][CH:14]=2)[C:5](=[O:29])[C:4]2[C:9](=[CH:10][CH:11]=[C:2]([C:35]3[CH:40]=[CH:39][CH:38]=[CH:37][N:36]=3)[CH:3]=2)[N:8]=1, predict the reactants needed to synthesize it. The reactants are: Br[C:2]1[CH:3]=[C:4]2[C:9](=[CH:10][CH:11]=1)[N:8]=[C:7]([CH3:12])[N:6]([C:13]1[CH:18]=[CH:17][C:16]([O:19][CH2:20][CH2:21][CH2:22][N:23]3[CH2:28][CH2:27][CH2:26][CH2:25][CH2:24]3)=[CH:15][CH:14]=1)[C:5]2=[O:29].C([Sn](CCCC)(CCCC)[C:35]1[CH:40]=[CH:39][CH:38]=[CH:37][N:36]=1)CCC.